This data is from Reaction yield outcomes from USPTO patents with 853,638 reactions. The task is: Predict the reaction yield, written as a fraction of the theoretical maximum amount of product (1.0 means a 100% yield; for example, 0.34 means a 34% yield). (1) The reactants are [F:1][C:2]1[CH:29]=[CH:28][C:5]([CH2:6][N:7]([CH:22]2[CH2:27][CH2:26][NH:25][CH2:24][CH2:23]2)[C:8](=[O:21])[CH2:9][C:10]2[CH:15]=[CH:14][C:13]([O:16][CH2:17][CH:18]([CH3:20])[CH3:19])=[CH:12][CH:11]=2)=[CH:4][CH:3]=1.[NH:30]1[CH2:34][CH2:33][CH2:32][C:31]1=[O:35].Br[CH2:37][CH2:38][CH2:39][Cl:40]. No catalyst specified. The product is [ClH:40].[F:1][C:2]1[CH:29]=[CH:28][C:5]([CH2:6][N:7]([CH:22]2[CH2:27][CH2:26][N:25]([CH2:37][CH2:38][CH2:39][N:30]3[CH2:34][CH2:33][CH2:32][C:31]3=[O:35])[CH2:24][CH2:23]2)[C:8](=[O:21])[CH2:9][C:10]2[CH:11]=[CH:12][C:13]([O:16][CH2:17][CH:18]([CH3:20])[CH3:19])=[CH:14][CH:15]=2)=[CH:4][CH:3]=1. The yield is 0.110. (2) The reactants are Cl[CH2:2][C:3](Cl)=[O:4].[N+:6]([C:9]1[CH:14]=[CH:13][C:12]([OH:15])=[C:11]([NH2:16])[CH:10]=1)([O-:8])=[O:7].C([O-])(O)=O.[Na+]. The catalyst is [Cl-].C([N+](C)(C)C)C1C=CC=CC=1.C(Cl)(Cl)Cl. The product is [N+:6]([C:9]1[CH:14]=[CH:13][C:12]2[O:15][CH2:2][C:3](=[O:4])[NH:16][C:11]=2[CH:10]=1)([O-:8])=[O:7]. The yield is 0.410. (3) The reactants are [Cl:1][C:2]1[CH:7]=[CH:6][C:5]([C:8]#[C:9][CH2:10][O:11][C:12]2[CH:17]=[CH:16][C:15]([S:18]([N:21]([CH2:23][C:24]([O:26]C(C)(C)C)=[O:25])[CH3:22])(=[O:20])=[O:19])=[CH:14][CH:13]=2)=[CH:4][CH:3]=1.[Li+].[OH-]. The catalyst is CO.C1COCC1. The product is [Cl:1][C:2]1[CH:7]=[CH:6][C:5]([C:8]#[C:9][CH2:10][O:11][C:12]2[CH:17]=[CH:16][C:15]([S:18]([N:21]([CH2:23][C:24]([OH:26])=[O:25])[CH3:22])(=[O:20])=[O:19])=[CH:14][CH:13]=2)=[CH:4][CH:3]=1. The yield is 0.890.